The task is: Predict the reaction yield, written as a fraction of the theoretical maximum amount of product (1.0 means a 100% yield; for example, 0.34 means a 34% yield).. This data is from Reaction yield outcomes from USPTO patents with 853,638 reactions. (1) The reactants are [CH:1]([CH:4]1[C:9]2=[CH:10][C:11]3[CH:12]=[CH:13][C:14]([S:17]([CH3:20])(=[O:19])=[O:18])=[CH:15][C:16]=3[N:8]2[CH2:7][CH2:6][N:5]1[C:21]1[N:26]=[C:25]([C:27]([F:30])([F:29])[F:28])[C:24]([C:31]([O-])=[O:32])=[CH:23][N:22]=1)([CH3:3])[CH3:2].CC(C[AlH]CC(C)C)C. The catalyst is ClCCl. The product is [CH:1]([C@@H:4]1[C:9]2=[CH:10][C:11]3[CH:12]=[CH:13][C:14]([S:17]([CH3:20])(=[O:19])=[O:18])=[CH:15][C:16]=3[N:8]2[CH2:7][CH2:6][N:5]1[C:21]1[N:26]=[C:25]([C:27]([F:28])([F:29])[F:30])[C:24]([CH2:31][OH:32])=[CH:23][N:22]=1)([CH3:3])[CH3:2].[CH:1]([C@H:4]1[C:9]2=[CH:10][C:11]3[CH:12]=[CH:13][C:14]([S:17]([CH3:20])(=[O:19])=[O:18])=[CH:15][C:16]=3[N:8]2[CH2:7][CH2:6][N:5]1[C:21]1[N:26]=[C:25]([C:27]([F:28])([F:29])[F:30])[C:24]([CH2:31][OH:32])=[CH:23][N:22]=1)([CH3:3])[CH3:2]. The yield is 0.0784. (2) The product is [C:32]([C:31]1[CH:34]=[CH:35][C:28]([CH2:27][N:13]2[CH2:12][CH:11]3[O:15][CH:7]([CH2:8][N:9]([CH2:16][CH2:17][NH:18][C:19](=[O:25])[O:20][C:21]([CH3:22])([CH3:24])[CH3:23])[CH2:10]3)[CH2:14]2)=[CH:29][CH:30]=1)#[N:33]. The reactants are C(=O)([O-])[O-].[K+].[K+].[CH:7]12[O:15][CH:11]([CH2:12][NH:13][CH2:14]1)[CH2:10][N:9]([CH2:16][CH2:17][NH:18][C:19](=[O:25])[O:20][C:21]([CH3:24])([CH3:23])[CH3:22])[CH2:8]2.Br[CH2:27][C:28]1[CH:35]=[CH:34][C:31]([C:32]#[N:33])=[CH:30][CH:29]=1.C(O)(=O)C.C(O)=O. The catalyst is C(#N)C. The yield is 0.780.